Predict the reaction yield, written as a fraction of the theoretical maximum amount of product (1.0 means a 100% yield; for example, 0.34 means a 34% yield). From a dataset of Reaction yield outcomes from USPTO patents with 853,638 reactions. (1) The reactants are [CH3:1][O:2][C:3]1[CH:4]=[C:5]2[C:9](=[CH:10][CH:11]=1)[N:8]([CH:12]([CH2:16][CH:17]([CH3:19])[CH3:18])[C:13]([OH:15])=O)[C:7](=[O:20])[C:6]2=[O:21].[N:22]1[CH:27]=[CH:26][CH:25]=[CH:24][C:23]=1[NH2:28].C(N(CC)C(C)C)(C)C.F[P-](F)(F)(F)(F)F.N1(O[P+](N(C)C)(N(C)C)N(C)C)C2C=CC=CC=2N=N1. The yield is 0.420. The catalyst is CN(C)C=O.C(OCC)(=O)C. The product is [N:22]1[CH:27]=[CH:26][CH:25]=[CH:24][C:23]=1[NH:28][C:13](=[O:15])[CH:12]([N:8]1[C:9]2[C:5](=[CH:4][C:3]([O:2][CH3:1])=[CH:11][CH:10]=2)[C:6](=[O:21])[C:7]1=[O:20])[CH2:16][CH:17]([CH3:19])[CH3:18]. (2) The reactants are [Cl:1][C:2]1[CH:7]=[CH:6][C:5]([C:8]2[N:9]=[C:10]([C:24]([OH:26])=[O:25])[C:11]([C:21](O)=[O:22])=[N:12][C:13]=2[C:14]2[CH:19]=[CH:18][C:17]([Cl:20])=[CH:16][CH:15]=2)=[CH:4][CH:3]=1. The catalyst is C(Cl)(=O)C. The product is [Cl:20][C:17]1[CH:16]=[CH:15][C:14]([C:13]2[N:12]=[C:11]3[C:21](=[O:22])[O:25][C:24](=[O:26])[C:10]3=[N:9][C:8]=2[C:5]2[CH:6]=[CH:7][C:2]([Cl:1])=[CH:3][CH:4]=2)=[CH:19][CH:18]=1. The yield is 0.970. (3) The reactants are [CH3:1][N:2]([CH3:32])[C:3]([C:5]1[N:26]([CH:27]2[CH2:31][CH2:30][CH2:29][CH2:28]2)[C:8]2[N:9]=[C:10]([NH:13][C:14]3[CH:19]=[CH:18][C:17]([N:20]4[CH2:25][CH2:24][NH:23][CH2:22][CH2:21]4)=[CH:16][N:15]=3)[N:11]=[CH:12][C:7]=2[CH:6]=1)=[O:4].[C:33](OC(=O)C)(=[O:35])[CH3:34].C(#N)C. The catalyst is ClCCl. The product is [CH3:1][N:2]([CH3:32])[C:3]([C:5]1[N:26]([CH:27]2[CH2:31][CH2:30][CH2:29][CH2:28]2)[C:8]2[N:9]=[C:10]([NH:13][C:14]3[CH:19]=[CH:18][C:17]([N:20]4[CH2:21][CH2:22][N:23]([C:33](=[O:35])[CH3:34])[CH2:24][CH2:25]4)=[CH:16][N:15]=3)[N:11]=[CH:12][C:7]=2[CH:6]=1)=[O:4]. The yield is 0.910. (4) The reactants are [NH2:1][C:2]1[N:3]([CH3:24])[C:4](=[O:23])[C:5]2([C:15]3[C:10](=[CH:11][CH:12]=[C:13](Br)[CH:14]=3)[O:9][CH:8]([C:17]3[CH:22]=[CH:21][CH:20]=[CH:19][CH:18]=3)[CH2:7]2)[N:6]=1.[CH2:25]([O:32][C:33]1[CH:38]=[CH:37][C:36](B(O)O)=[CH:35][CH:34]=1)[C:26]1[CH:31]=[CH:30][CH:29]=[CH:28][CH:27]=1. The catalyst is O1CCOCC1.C([O-])([O-])=O.[Cs+].[Cs+].Cl[Pd](Cl)([P](C1C=CC=CC=1)(C1C=CC=CC=1)C1C=CC=CC=1)[P](C1C=CC=CC=1)(C1C=CC=CC=1)C1C=CC=CC=1. The product is [NH2:1][C:2]1[N:3]([CH3:24])[C:4](=[O:23])[C:5]2([C:15]3[C:10](=[CH:11][CH:12]=[C:13]([C:36]4[CH:37]=[CH:38][C:33]([O:32][CH2:25][C:26]5[CH:31]=[CH:30][CH:29]=[CH:28][CH:27]=5)=[CH:34][CH:35]=4)[CH:14]=3)[O:9][CH:8]([C:17]3[CH:22]=[CH:21][CH:20]=[CH:19][CH:18]=3)[CH2:7]2)[N:6]=1. The yield is 0.0700. (5) The reactants are [C:1]([C:3]1[CH:4]=[CH:5][C:6]([O:15][CH2:16][CH:17]2[CH2:19][O:18]2)=[C:7]([CH:14]=1)[C:8]([NH:10][CH:11]1[CH2:13][CH2:12]1)=[O:9])#[N:2].[C:20]1([NH:26][C:27]([N:29]2[CH2:36][CH:35]3[CH2:37][CH:31]([CH2:32][NH:33][CH2:34]3)[CH2:30]2)=[O:28])[CH:25]=[CH:24][CH:23]=[CH:22][CH:21]=1.O.ClCCl. The catalyst is C(O)(C)C. The product is [C:1]([C:3]1[CH:4]=[CH:5][C:6]([O:15][CH2:16][CH:17]([OH:18])[CH2:19][N:33]2[CH2:34][CH:35]3[CH2:37][CH:31]([CH2:30][N:29]([C:27]([NH:26][C:20]4[CH:25]=[CH:24][CH:23]=[CH:22][CH:21]=4)=[O:28])[CH2:36]3)[CH2:32]2)=[C:7]([C:8]([NH:10][CH:11]2[CH2:13][CH2:12]2)=[O:9])[CH:14]=1)#[N:2]. The yield is 0.640. (6) The reactants are Cl[C:2]1[N:6]2[CH:7]=[C:8]([F:11])[CH:9]=[CH:10][C:5]2=[N:4][N:3]=1.[CH3:12][NH:13][CH2:14][CH2:15][N:16]1[CH2:21][CH2:20][O:19][CH2:18][CH2:17]1.N. The catalyst is CN1C(=O)CCC1.CO.C(Cl)Cl. The product is [F:11][C:8]1[CH:9]=[CH:10][C:5]2[N:6]([C:2]([N:13]([CH3:12])[CH2:14][CH2:15][N:16]3[CH2:21][CH2:20][O:19][CH2:18][CH2:17]3)=[N:3][N:4]=2)[CH:7]=1. The yield is 0.710. (7) The reactants are Cl[C:2]1[C:11]2[C:6](=[CH:7][CH:8]=[C:9]([S:12][C:13]3[N:17]4[CH:18]=[C:19]([C:22]5[CH:23]=[N:24][N:25]([CH3:27])[CH:26]=5)[CH:20]=[CH:21][C:16]4=[N:15][N:14]=3)[CH:10]=2)[N:5]=[CH:4][C:3]=1[C:28]1[C:29]([CH3:34])=[N:30][O:31][C:32]=1[CH3:33].[CH3:35][O-:36].[Na+]. The catalyst is CO. The product is [CH3:35][O:36][C:2]1[C:11]2[C:6](=[CH:7][CH:8]=[C:9]([S:12][C:13]3[N:17]4[CH:18]=[C:19]([C:22]5[CH:23]=[N:24][N:25]([CH3:27])[CH:26]=5)[CH:20]=[CH:21][C:16]4=[N:15][N:14]=3)[CH:10]=2)[N:5]=[CH:4][C:3]=1[C:28]1[C:29]([CH3:34])=[N:30][O:31][C:32]=1[CH3:33]. The yield is 0.720. (8) The reactants are [O:1]1[CH:5]=[CH:4][CH:3]=[C:2]1[C:6]1[NH:7][C:8]2[N:9]([N:13]=[C:14]([C:16]3[CH:21]=[CH:20][CH:19]=[CH:18][CH:17]=3)[CH:15]=2)[C:10](=O)[CH:11]=1.O=P(Cl)(Cl)[Cl:24].CN(C)C1C=CC=CC=1. The catalyst is C(#N)C.C(Cl)(Cl)Cl. The product is [Cl:24][C:10]1[N:9]2[N:13]=[C:14]([C:16]3[CH:21]=[CH:20][CH:19]=[CH:18][CH:17]=3)[CH:15]=[C:8]2[N:7]=[C:6]([C:2]2[O:1][CH:5]=[CH:4][CH:3]=2)[CH:11]=1. The yield is 0.840. (9) The reactants are [C:1]([Cl:4])(Cl)=[O:2].[CH3:5][C:6]1([CH3:18])[CH2:11][CH:10]([N:12]2[CH2:16][CH2:15][NH:14][C:13]2=[O:17])[CH2:9][CH2:8][O:7]1.N1C=CC=CC=1. The catalyst is C(Cl)Cl. The product is [CH3:5][C:6]1([CH3:18])[CH2:11][CH:10]([N:12]2[CH2:16][CH2:15][N:14]([C:1]([Cl:4])=[O:2])[C:13]2=[O:17])[CH2:9][CH2:8][O:7]1. The yield is 1.00. (10) The reactants are [Br:1][C:2]1[CH:7]=[C:6]([CH3:8])[C:5]([OH:9])=[C:4]([CH3:10])[CH:3]=1.N1C=CN=C1.[CH:16]([Si:19](Cl)([CH:23]([CH3:25])[CH3:24])[CH:20]([CH3:22])[CH3:21])([CH3:18])[CH3:17]. The catalyst is C(Cl)Cl. The product is [Br:1][C:2]1[CH:7]=[C:6]([CH3:8])[C:5]([O:9][Si:19]([CH:23]([CH3:25])[CH3:24])([CH:20]([CH3:22])[CH3:21])[CH:16]([CH3:18])[CH3:17])=[C:4]([CH3:10])[CH:3]=1. The yield is 0.150.